Dataset: Forward reaction prediction with 1.9M reactions from USPTO patents (1976-2016). Task: Predict the product of the given reaction. (1) The product is: [Cl:7][C:8]1[CH:13]=[C:12]([Cl:14])[C:11]([O:15][CH3:16])=[CH:10][C:9]=1[NH:17][C:18]1[C:23]([C:24]#[N:25])=[CH:22][N:21]=[C:20]2[CH:26]=[C:27]([C:29]3[CH:34]=[CH:33][CH:32]=[C:31]([CH2:35][N:1]4[CH2:6][CH2:5][O:4][CH2:3][CH2:2]4)[CH:30]=3)[S:28][C:19]=12. Given the reactants [NH:1]1[CH2:6][CH2:5][O:4][CH2:3][CH2:2]1.[Cl:7][C:8]1[CH:13]=[C:12]([Cl:14])[C:11]([O:15][CH3:16])=[CH:10][C:9]=1[NH:17][C:18]1[C:23]([C:24]#[N:25])=[CH:22][N:21]=[C:20]2[CH:26]=[C:27]([C:29]3[CH:34]=[CH:33][CH:32]=[C:31]([CH:35]=O)[CH:30]=3)[S:28][C:19]=12.C(O[BH-](OC(=O)C)OC(=O)C)(=O)C.[Na+], predict the reaction product. (2) Given the reactants [C:1]([O:7][CH2:8][N:9]1[C:13]2[N:14]=[N:15][CH:16]=[C:17]([C:18]3[CH:19]=[N:20][N:21]([C@@H:23]([C:27]4[CH:32]=[CH:31][CH:30]=[C:29]([OH:33])[CH:28]=4)[CH2:24][CH:25]=O)[CH:22]=3)[C:12]=2[CH:11]=[CH:10]1)(=[O:6])[C:2]([CH3:5])([CH3:4])[CH3:3].[OH-].[NH4+:35].II, predict the reaction product. The product is: [C:1]([O:7][CH2:8][N:9]1[C:13]2[N:14]=[N:15][CH:16]=[C:17]([C:18]3[CH:19]=[N:20][N:21]([C@@H:23]([C:27]4[CH:32]=[CH:31][CH:30]=[C:29]([OH:33])[CH:28]=4)[CH2:24][C:25]#[N:35])[CH:22]=3)[C:12]=2[CH:11]=[CH:10]1)(=[O:6])[C:2]([CH3:4])([CH3:5])[CH3:3]. (3) Given the reactants [C:1]([N:5]1[C:9]([C:10]2[CH:15]=[CH:14][C:13]([F:16])=[CH:12][CH:11]=2)=[C:8]([C:17]2[S:18][CH:19]=[C:20]([CH2:22][C:23](O)=[O:24])[N:21]=2)[CH:7]=[N:6]1)([CH3:4])([CH3:3])[CH3:2].[CH3:26][O:27][CH2:28][CH2:29][NH:30][CH3:31], predict the reaction product. The product is: [C:1]([N:5]1[C:9]([C:10]2[CH:15]=[CH:14][C:13]([F:16])=[CH:12][CH:11]=2)=[C:8]([C:17]2[S:18][CH:19]=[C:20]([CH2:22][C:23]([N:30]([CH2:29][CH2:28][O:27][CH3:26])[CH3:31])=[O:24])[N:21]=2)[CH:7]=[N:6]1)([CH3:2])([CH3:3])[CH3:4]. (4) Given the reactants [NH2:1][C:2]1[C:7]([F:8])=[C:6]([C:9]2[CH:14]=[CH:13][C:12]([Cl:15])=[CH:11][CH:10]=2)[N:5]=[C:4]([CH:16]=[O:17])[C:3]=1[Cl:18].CC(=CC)C.P([O-])([O-])(O)=[O:25].[Na+].[Na+].Cl([O-])=O.[Na+], predict the reaction product. The product is: [NH2:1][C:2]1[C:7]([F:8])=[C:6]([C:9]2[CH:10]=[CH:11][C:12]([Cl:15])=[CH:13][CH:14]=2)[N:5]=[C:4]([C:16]([OH:25])=[O:17])[C:3]=1[Cl:18]. (5) Given the reactants Br[C:2]1[CH:3]=[C:4]([C:20]([F:23])([F:22])[F:21])[C:5]([O:8][CH2:9][CH2:10][N:11]([CH3:19])[C:12](=[O:18])[O:13][C:14]([CH3:17])([CH3:16])[CH3:15])=[N:6][CH:7]=1.[B:24]1([B:24]2[O:28][C:27]([CH3:30])([CH3:29])[C:26]([CH3:32])([CH3:31])[O:25]2)[O:28][C:27]([CH3:30])([CH3:29])[C:26]([CH3:32])([CH3:31])[O:25]1.C([O-])(=O)C.[K+], predict the reaction product. The product is: [CH3:19][N:11]([CH2:10][CH2:9][O:8][C:5]1[C:4]([C:20]([F:23])([F:22])[F:21])=[CH:3][C:2]([B:24]2[O:28][C:27]([CH3:30])([CH3:29])[C:26]([CH3:32])([CH3:31])[O:25]2)=[CH:7][N:6]=1)[C:12](=[O:18])[O:13][C:14]([CH3:17])([CH3:16])[CH3:15].